Dataset: Reaction yield outcomes from USPTO patents with 853,638 reactions. Task: Predict the reaction yield, written as a fraction of the theoretical maximum amount of product (1.0 means a 100% yield; for example, 0.34 means a 34% yield). (1) The reactants are Cl[C:2]1[N:3]=[CH:4][C:5]2[CH:10]=[C:9]([C:11]3[C:16]([Cl:17])=[CH:15][CH:14]=[CH:13][C:12]=3[Cl:18])[N:8]([CH2:19][C@@H:20]3[CH2:25][CH2:24][CH2:23][N:22]([C:26]([O:28][C:29]([CH3:32])([CH3:31])[CH3:30])=[O:27])[CH2:21]3)[C:6]=2[N:7]=1.[CH3:33][O:34][C:35]1[CH:36]=[C:37]([CH:40]=[CH:41][C:42]=1[O:43][CH3:44])[CH2:38][NH2:39]. The catalyst is CCOC(C)=O. The product is [Cl:18][C:12]1[CH:13]=[CH:14][CH:15]=[C:16]([Cl:17])[C:11]=1[C:9]1[N:8]([CH2:19][C@@H:20]2[CH2:25][CH2:24][CH2:23][N:22]([C:26]([O:28][C:29]([CH3:30])([CH3:32])[CH3:31])=[O:27])[CH2:21]2)[C:6]2[N:7]=[C:2]([NH:39][CH2:38][C:37]3[CH:40]=[CH:41][C:42]([O:43][CH3:44])=[C:35]([O:34][CH3:33])[CH:36]=3)[N:3]=[CH:4][C:5]=2[CH:10]=1. The yield is 0.910. (2) The reactants are [F:1][C:2]1[CH:8]=[CH:7][CH:6]=[C:5]([F:9])[C:3]=1[NH2:4].[H-].[Na+].[Cl:12][C:13]1[C:18]([C:19]#[N:20])=[C:17](Cl)[N:16]=[C:15]([S:22][CH3:23])[N:14]=1. The catalyst is CS(C)=O.CCOC(C)=O. The product is [Cl:12][C:13]1[C:18]([C:19]#[N:20])=[C:17]([NH:4][C:3]2[C:2]([F:1])=[CH:8][CH:7]=[CH:6][C:5]=2[F:9])[N:16]=[C:15]([S:22][CH3:23])[N:14]=1. The yield is 0.820. (3) The reactants are [F:1][C:2]1[CH:3]=[C:4]([C:9]2[C:10](=[O:23])[N:11]([CH3:22])[C:12]([NH:15][C:16]3[CH:21]=[CH:20][CH:19]=[CH:18][CH:17]=3)=[N:13][CH:14]=2)[CH:5]=[CH:6][C:7]=1[OH:8].Cl[C:25]1[CH:30]=[CH:29][N:28]=[C:27]2[N:31]([CH2:35][C:36]3[CH:41]=[CH:40][C:39]([O:42][CH3:43])=[CH:38][CH:37]=3)[N:32]=[C:33]([I:34])[C:26]=12. The catalyst is CN(C1C=CN=CC=1)C.BrC1C=CC=CC=1. The product is [F:1][C:2]1[CH:3]=[C:4]([C:9]2[C:10](=[O:23])[N:11]([CH3:22])[C:12]([NH:15][C:16]3[CH:21]=[CH:20][CH:19]=[CH:18][CH:17]=3)=[N:13][CH:14]=2)[CH:5]=[CH:6][C:7]=1[O:8][C:25]1[CH:30]=[CH:29][N:28]=[C:27]2[N:31]([CH2:35][C:36]3[CH:41]=[CH:40][C:39]([O:42][CH3:43])=[CH:38][CH:37]=3)[N:32]=[C:33]([I:34])[C:26]=12. The yield is 0.760. (4) The reactants are [NH2:1][C:2]1[N:6]([C:7]2[CH:14]=[CH:13][C:10]([C:11]#[N:12])=[CH:9][CH:8]=2)[N:5]=[C:4]([C:15]([CH3:18])([CH3:17])[CH3:16])[CH:3]=1.C(=O)([O-])[O-].[K+].[K+].Cl[C:26]([O:28][C:29]1[CH:34]=[CH:33][CH:32]=[CH:31][CH:30]=1)=[O:27]. The catalyst is C(Cl)Cl. The product is [C:15]([C:4]1[CH:3]=[C:2]([NH:1][C:26](=[O:27])[O:28][C:29]2[CH:34]=[CH:33][CH:32]=[CH:31][CH:30]=2)[N:6]([C:7]2[CH:14]=[CH:13][C:10]([C:11]#[N:12])=[CH:9][CH:8]=2)[N:5]=1)([CH3:18])([CH3:17])[CH3:16]. The yield is 0.610. (5) The product is [Br:37][C:17]1[C:18]2[C:9]([C:10]([C:27]3[CH:36]=[CH:35][C:34]4[C:29](=[CH:30][CH:31]=[CH:32][CH:33]=4)[CH:28]=3)=[C:11]3[C:16]=1[CH:15]=[C:14]([C:21]1[CH:26]=[CH:25][CH:24]=[CH:23][CH:22]=1)[CH:13]=[CH:12]3)=[CH:8][C:7]([C:1]1[CH:2]=[CH:3][CH:4]=[CH:5][CH:6]=1)=[CH:20][CH:19]=2. The yield is 0.800. The catalyst is CN(C)C=O. The reactants are [C:1]1([C:7]2[CH:20]=[CH:19][C:18]3[C:9](=[C:10]([C:27]4[CH:36]=[CH:35][C:34]5[C:29](=[CH:30][CH:31]=[CH:32][CH:33]=5)[CH:28]=4)[C:11]4[C:16]([CH:17]=3)=[CH:15][C:14]([C:21]3[CH:26]=[CH:25][CH:24]=[CH:23][CH:22]=3)=[CH:13][CH:12]=4)[CH:8]=2)[CH:6]=[CH:5][CH:4]=[CH:3][CH:2]=1.[Br:37]N1C(=O)CCC1=O.O. (6) The product is [C:7]([C:6]1[S:5][C:4]([N:9]2[CH2:14][CH2:13][O:12][CH2:11][CH2:10]2)=[N:3][C:2]=1[NH:1][C:15](=[O:17])[CH3:16])#[N:8]. The yield is 0.820. The catalyst is N1C=CC=CC=1. The reactants are [NH2:1][C:2]1[N:3]=[C:4]([N:9]2[CH2:14][CH2:13][O:12][CH2:11][CH2:10]2)[S:5][C:6]=1[C:7]#[N:8].[C:15](Cl)(=[O:17])[CH3:16]. (7) The reactants are [F:1][C:2]([F:11])([F:10])[C:3]1[CH:9]=[CH:8][C:6]([NH2:7])=[CH:5][CH:4]=1.N1C=CC=CC=1.[C:18](OC(=O)C)(=[O:20])[CH3:19]. No catalyst specified. The product is [CH3:19][C:18]([NH:7][C:6]1[CH:8]=[CH:9][C:3]([C:2]([F:10])([F:11])[F:1])=[CH:4][CH:5]=1)=[O:20]. The yield is 0.990.